Dataset: M1 muscarinic receptor antagonist screen with 61,756 compounds. Task: Binary Classification. Given a drug SMILES string, predict its activity (active/inactive) in a high-throughput screening assay against a specified biological target. (1) The compound is S(=O)(=O)(Nc1c(cccc1)C)c1ccc(cc1)CNC(OCC)=O. The result is 0 (inactive). (2) The drug is S(c1nc(N2CCOCC2)c2c(CC(OC2)(C)C)c1C#N)Cc1ccccc1. The result is 0 (inactive). (3) The molecule is S(=O)(=O)(NC1OC(=O)c2c1cccc2)c1ccc(CCNC(=O)C)cc1. The result is 0 (inactive). (4) The compound is O=C(NCCCN(C1CCCCC1)C)c1cc2c([nH]c1=O)ccnc2C. The result is 0 (inactive).